Task: Regression. Given two drug SMILES strings and cell line genomic features, predict the synergy score measuring deviation from expected non-interaction effect.. Dataset: NCI-60 drug combinations with 297,098 pairs across 59 cell lines (1) Drug 1: C1=NC(=NC(=O)N1C2C(C(C(O2)CO)O)O)N. Drug 2: C1=NNC2=C1C(=O)NC=N2. Cell line: NCI/ADR-RES. Synergy scores: CSS=15.0, Synergy_ZIP=-6.11, Synergy_Bliss=-4.78, Synergy_Loewe=-15.9, Synergy_HSA=-3.83. (2) Drug 1: CCCCC(=O)OCC(=O)C1(CC(C2=C(C1)C(=C3C(=C2O)C(=O)C4=C(C3=O)C=CC=C4OC)O)OC5CC(C(C(O5)C)O)NC(=O)C(F)(F)F)O. Drug 2: C1=NNC2=C1C(=O)NC=N2. Cell line: A549. Synergy scores: CSS=43.7, Synergy_ZIP=-1.69, Synergy_Bliss=-3.44, Synergy_Loewe=-23.3, Synergy_HSA=-3.66. (3) Drug 1: CC1=C2C(C(=O)C3(C(CC4C(C3C(C(C2(C)C)(CC1OC(=O)C(C(C5=CC=CC=C5)NC(=O)OC(C)(C)C)O)O)OC(=O)C6=CC=CC=C6)(CO4)OC(=O)C)O)C)O. Drug 2: CS(=O)(=O)OCCCCOS(=O)(=O)C. Cell line: UACC-257. Synergy scores: CSS=5.79, Synergy_ZIP=-2.50, Synergy_Bliss=-1.56, Synergy_Loewe=3.94, Synergy_HSA=-1.23. (4) Drug 1: CC(CN1CC(=O)NC(=O)C1)N2CC(=O)NC(=O)C2. Drug 2: C1CC(C1)(C(=O)O)C(=O)O.[NH2-].[NH2-].[Pt+2]. Cell line: OVCAR-4. Synergy scores: CSS=26.4, Synergy_ZIP=-8.58, Synergy_Bliss=-5.26, Synergy_Loewe=-4.02, Synergy_HSA=-4.19.